This data is from Catalyst prediction with 721,799 reactions and 888 catalyst types from USPTO. The task is: Predict which catalyst facilitates the given reaction. (1) Reactant: [BH4-].[Na+].[CH3:3][C:4]([CH3:29])([CH3:28])[C:5](=[O:27])[CH2:6][NH:7][C:8]([C:10]1[C:11]([S:16][CH2:17][CH2:18][CH2:19][C:20]2[CH:25]=[CH:24][C:23]([F:26])=[CH:22][CH:21]=2)=[N:12][CH:13]=[CH:14][CH:15]=1)=[O:9].CCCCCC.CC(=O)OCC. Product: [F:26][C:23]1[CH:24]=[CH:25][C:20]([CH2:19][CH2:18][CH2:17][S:16][C:11]2[C:10]([C:8]([NH:7][CH2:6][CH:5]([OH:27])[C:4]([CH3:28])([CH3:3])[CH3:29])=[O:9])=[CH:15][CH:14]=[CH:13][N:12]=2)=[CH:21][CH:22]=1. The catalyst class is: 14. (2) Reactant: Cl[C:2]1[CH:11]=[CH:10][C:9]2[C:4](=[N:5][CH:6]=[CH:7][C:8]=2[Cl:12])[N:3]=1.C([Sn](CCCC)(CCCC)[C:18]([O:20]CC)=[CH2:19])CCC.[OH-].[Na+]. Product: [Cl:12][C:8]1[CH:7]=[CH:6][N:5]=[C:4]2[C:9]=1[CH:10]=[CH:11][C:2]([C:18](=[O:20])[CH3:19])=[N:3]2. The catalyst class is: 155. (3) Reactant: C(N(CC)CC)C.[C:8]([N:15]1[CH:19]=[CH:18][N:17]=[CH:16]1)([N:10]1[CH:14]=[CH:13]N=[CH:11]1)=[O:9].Cl.N1CC[CH:24]([O:27][C:28]2[N:33]=[CH:32][N:31]=[C:30]([N:34]3[C:42]4[C:37](=[CH:38][C:39]([S:43]([CH2:46][CH2:47][CH3:48])(=[O:45])=[O:44])=[CH:40][CH:41]=4)[CH2:36][CH2:35]3)[CH:29]=2)[CH2:23]C1. Product: [N:15]1([C:8]([N:10]2[CH2:11][CH2:23][CH:24]([O:27][C:28]3[N:33]=[CH:32][N:31]=[C:30]([N:34]4[C:42]5[C:37](=[CH:38][C:39]([S:43]([CH2:46][CH2:47][CH3:48])(=[O:45])=[O:44])=[CH:40][CH:41]=5)[CH2:36][CH2:35]4)[CH:29]=3)[CH2:13][CH2:14]2)=[O:9])[CH:19]=[CH:18][N:17]=[CH:16]1. The catalyst class is: 1. (4) Reactant: [NH2:1][C:2]1[C:6]2=[N:7][CH:8]=[C:9](/[CH:11]=[CH:12]\[CH3:13])[CH:10]=[C:5]2[O:4][C:3]=1[C:14]([O:16][CH2:17][CH3:18])=[O:15]. Product: [NH2:1][C:2]1[C:6]2=[N:7][CH:8]=[C:9]([CH2:11][CH2:12][CH3:13])[CH:10]=[C:5]2[O:4][C:3]=1[C:14]([O:16][CH2:17][CH3:18])=[O:15]. The catalyst class is: 256. (5) Reactant: C(O[C:4](=[O:20])[CH:5]([CH2:17][CH:18]=O)[C:6]([C:9]1[CH:14]=[CH:13][C:12]([Cl:15])=[CH:11][C:10]=1[Cl:16])([CH3:8])[CH3:7])C.[NH2:21][C@H:22]1[CH2:27][CH2:26][C@H:25]([OH:28])[CH2:24][CH2:23]1.C(O)(=O)C.[BH-](OC(C)=O)(OC(C)=O)OC(C)=O.[Na+]. Product: [Cl:16][C:10]1[CH:11]=[C:12]([Cl:15])[CH:13]=[CH:14][C:9]=1[C:6]([CH:5]1[CH2:17][CH2:18][N:21]([C@H:22]2[CH2:27][CH2:26][C@H:25]([OH:28])[CH2:24][CH2:23]2)[C:4]1=[O:20])([CH3:7])[CH3:8]. The catalyst class is: 1. (6) Reactant: [Cl:1][C:2]1[CH:7]=[C:6]([Cl:8])[C:5]([O:9][CH3:10])=[CH:4][C:3]=1[NH:11][C:12]1[C:21]2[C:16](=[CH:17][C:18](F)=[C:19]([O:22][CH2:23][CH3:24])[CH:20]=2)[N:15]=[CH:14][C:13]=1[C:26]#[N:27].[CH3:28][N:29]1[CH2:34][CH2:33][CH:32]([CH2:35][OH:36])[CH2:31][CH2:30]1.[H-].[Na+].C(=O)(O)[O-].[Na+]. Product: [Cl:1][C:2]1[CH:7]=[C:6]([Cl:8])[C:5]([O:9][CH3:10])=[CH:4][C:3]=1[NH:11][C:12]1[C:21]2[C:16](=[CH:17][C:18]([O:36][CH2:35][CH:32]3[CH2:33][CH2:34][N:29]([CH3:28])[CH2:30][CH2:31]3)=[C:19]([O:22][CH2:23][CH3:24])[CH:20]=2)[N:15]=[CH:14][C:13]=1[C:26]#[N:27]. The catalyst class is: 9. (7) Reactant: [Br:1][C:2]1[CH:3]=[C:4]([CH:8]=[CH:9][C:10]=1[NH:11][C:12]([O:14][C:15]([CH3:18])([CH3:17])[CH3:16])=[O:13])[C:5](O)=[O:6].CCN(CC)CC.C(Cl)(=O)OCC.[BH4-].[Na+]. The catalyst class is: 20. Product: [C:15]([O:14][C:12](=[O:13])[NH:11][C:10]1[CH:9]=[CH:8][C:4]([CH2:5][OH:6])=[CH:3][C:2]=1[Br:1])([CH3:18])([CH3:16])[CH3:17].